This data is from Full USPTO retrosynthesis dataset with 1.9M reactions from patents (1976-2016). The task is: Predict the reactants needed to synthesize the given product. Given the product [CH3:1][C:2]1([CH3:21])[O:6][CH:5]([CH2:7][CH2:8][O:9][NH2:10])[CH2:4][O:3]1, predict the reactants needed to synthesize it. The reactants are: [CH3:1][C:2]1([CH3:21])[O:6][CH:5]([CH2:7][CH2:8][O:9][N:10]2C(=O)C3C(=CC=CC=3)C2=O)[CH2:4][O:3]1.CNN.